From a dataset of Reaction yield outcomes from USPTO patents with 853,638 reactions. Predict the reaction yield, written as a fraction of the theoretical maximum amount of product (1.0 means a 100% yield; for example, 0.34 means a 34% yield). (1) The reactants are [C:1]([O:5][C:6]([N:8]1[CH2:13][CH2:12][C:11](=O)[CH2:10][CH2:9]1)=[O:7])([CH3:4])([CH3:3])[CH3:2].[Cl:15][C:16]1[CH:22]=[CH:21][C:19]([NH2:20])=[CH:18][CH:17]=1.[Na]. The catalyst is O1CCCC1.C(OCC)(=O)C. The product is [C:1]([O:5][C:6]([N:8]1[CH2:13][CH2:12][CH:11]([NH:20][C:19]2[CH:21]=[CH:22][C:16]([Cl:15])=[CH:17][CH:18]=2)[CH2:10][CH2:9]1)=[O:7])([CH3:4])([CH3:3])[CH3:2]. The yield is 0.650. (2) The reactants are [C:1]([O:5][C:6](=[O:22])[C:7]([S:10][C:11]1[CH:20]=[CH:19][C:18]2[CH2:17][CH:16]([NH2:21])[CH2:15][CH2:14][C:13]=2[CH:12]=1)([CH3:9])[CH3:8])([CH3:4])([CH3:3])[CH3:2].CCN(C(C)C)C(C)C.[C:32](Cl)(=[O:34])[CH3:33]. The catalyst is C(Cl)Cl. The product is [C:1]([O:5][C:6](=[O:22])[C:7]([S:10][C:11]1[CH:20]=[CH:19][C:18]2[CH2:17][CH:16]([NH:21][C:32](=[O:34])[CH3:33])[CH2:15][CH2:14][C:13]=2[CH:12]=1)([CH3:9])[CH3:8])([CH3:2])([CH3:3])[CH3:4]. The yield is 0.320. (3) The reactants are [C:1]([C:3]1[C:12]2[C:7](=[CH:8][CH:9]=[CH:10][CH:11]=2)[C:6]([NH:13][C@H:14]([C@@H:27]([OH:29])[CH3:28])[C:15]([NH:17][NH:18][C:19](=O)[C:20]2[CH:25]=[CH:24][CH:23]=[CH:22][CH:21]=2)=[O:16])=[CH:5][CH:4]=1)#[N:2].CCN(P1(N(C)CCCN1C)=NC(C)(C)C)CC. The catalyst is C1COCC1. The product is [OH:29][C@@H:27]([CH3:28])[C@@H:14]([NH:13][C:6]1[C:7]2[C:12](=[CH:11][CH:10]=[CH:9][CH:8]=2)[C:3]([C:1]#[N:2])=[CH:4][CH:5]=1)[C:15]1[O:16][C:19]([C:20]2[CH:21]=[CH:22][CH:23]=[CH:24][CH:25]=2)=[N:18][N:17]=1. The yield is 0.280. (4) The yield is 0.590. The product is [F:23][C:22]([F:25])([F:24])[S:19]([O:17][C:10]1[N:11]=[CH:12][C:13]2[C:8]([CH:9]=1)=[C:7]([C:5]1[CH:4]=[N:3][N:2]([CH3:1])[CH:6]=1)[N:16]=[CH:15][CH:14]=2)(=[O:20])=[O:18]. The reactants are [CH3:1][N:2]1[CH:6]=[C:5]([C:7]2[N:16]=[CH:15][CH:14]=[C:13]3[C:8]=2[CH:9]=[C:10]([OH:17])[N:11]=[CH:12]3)[CH:4]=[N:3]1.[O:18](S(C(F)(F)F)(=O)=O)[S:19]([C:22]([F:25])([F:24])[F:23])(=O)=[O:20].C(N(CC)CC)C. The catalyst is C(Cl)Cl. (5) The reactants are Br[C:2]1[CH:3]=[C:4]([C:9]2[N:14]=[C:13]([C:15]3[CH:20]=[CH:19][CH:18]=[CH:17][CH:16]=3)[CH:12]=[C:11]([C:21]3[CH:26]=[CH:25][CH:24]=[CH:23][CH:22]=3)[N:10]=2)[CH:5]=[C:6]([Cl:8])[CH:7]=1.[CH:27]1[C:40]2[C:31](=[CH:32][C:33]3[C:38]([C:39]=2B(O)O)=[CH:37][CH:36]=[CH:35][CH:34]=3)[CH:30]=[CH:29][CH:28]=1.[OH-].[Na+]. The catalyst is [Pd].C1(P(C2C=CC=CC=2)C2C=CC=CC=2)C=CC=CC=1.C1(P(C2C=CC=CC=2)C2C=CC=CC=2)C=CC=CC=1.C1(P(C2C=CC=CC=2)C2C=CC=CC=2)C=CC=CC=1.C1(P(C2C=CC=CC=2)C2C=CC=CC=2)C=CC=CC=1.O1CCCC1. The product is [Cl:8][C:6]1[CH:5]=[C:4]([C:9]2[N:14]=[C:13]([C:15]3[CH:20]=[CH:19][CH:18]=[CH:17][CH:16]=3)[CH:12]=[C:11]([C:21]3[CH:26]=[CH:25][CH:24]=[CH:23][CH:22]=3)[N:10]=2)[CH:3]=[C:2]([C:32]2[C:33]3[C:38]([CH:39]=[C:40]4[C:31]=2[CH:30]=[CH:29][CH:28]=[CH:27]4)=[CH:37][CH:36]=[CH:35][CH:34]=3)[CH:7]=1. The yield is 0.800.